Dataset: Catalyst prediction with 721,799 reactions and 888 catalyst types from USPTO. Task: Predict which catalyst facilitates the given reaction. (1) Reactant: I.[CH3:2][N:3]1[C:8](=[O:9])[N:7]2[CH:10]=[N:11][C:12]([C:13](=[NH:24])[NH:14][CH2:15][C:16](=O)[C:17]3[CH:22]=[CH:21][CH:20]=[CH:19][CH:18]=3)=[C:6]2[N:5]=[N:4]1. Product: [CH3:2][N:3]1[C:8](=[O:9])[N:7]2[CH:10]=[N:11][C:12]([C:13]3[NH:14][CH:15]=[C:16]([C:17]4[CH:22]=[CH:21][CH:20]=[CH:19][CH:18]=4)[N:24]=3)=[C:6]2[N:5]=[N:4]1. The catalyst class is: 33. (2) Reactant: ClC1C=CC=C([C:8]([O:10]O)=[O:9])C=1.[C:12]1([S:18]([N:21]2[C:25]3=[N:26][CH:27]=[CH:28][CH:29]=[C:24]3[C:23](C=O)=[CH:22]2)(=[O:20])=[O:19])[CH:17]=[CH:16][CH:15]=[CH:14][CH:13]=1. Product: [CH:8]([O:10][C:23]1[C:24]2[C:25](=[N:26][CH:27]=[CH:28][CH:29]=2)[N:21]([S:18]([C:12]2[CH:17]=[CH:16][CH:15]=[CH:14][CH:13]=2)(=[O:20])=[O:19])[CH:22]=1)=[O:9]. The catalyst class is: 4. (3) Reactant: C[N:2](C)C=O.[S:6]1[CH:10]=[CH:9][N:8]=[C:7]1[NH:11][C:12]1[C:20]2[C:15](=[CH:16][CH:17]=[C:18]([C:21]3[N:29]=[CH:28][CH:27]=[CH:26][C:22]=3C(O)=O)[CH:19]=2)[NH:14][N:13]=1.C(N(CC)CC)C.O. Product: [NH2:2][C:22]1[C:21]([C:18]2[CH:19]=[C:20]3[C:15](=[CH:16][CH:17]=2)[NH:14][N:13]=[C:12]3[NH:11][C:7]2[S:6][CH:10]=[CH:9][N:8]=2)=[N:29][CH:28]=[CH:27][CH:26]=1. The catalyst class is: 13. (4) Reactant: [OH:1][C:2]1[CH:7]=[CH:6][CH:5]=[CH:4][N:3]=1.[H-].[Na+].[CH2:10]([O:17][C:18]([N:20]1[CH2:25][CH2:24][CH2:23][CH:22]([CH2:26]I)[CH2:21]1)=[O:19])[C:11]1[CH:16]=[CH:15][CH:14]=[CH:13][CH:12]=1. Product: [CH2:10]([O:17][C:18]([N:20]1[CH2:25][CH2:24][CH2:23][CH:22]([CH2:26][N:3]2[CH:4]=[CH:5][CH:6]=[CH:7][C:2]2=[O:1])[CH2:21]1)=[O:19])[C:11]1[CH:12]=[CH:13][CH:14]=[CH:15][CH:16]=1. The catalyst class is: 3. (5) Reactant: [CH3:1][N:2]([CH3:7])[CH2:3][CH:4]([OH:6])[CH3:5].[Cl:8][C:9]1[CH:14]=[C:13](Cl)[N:12]=[C:11]([S:16][CH2:17][C:18]2[CH:23]=[CH:22][CH:21]=[C:20]([F:24])[C:19]=2[F:25])[N:10]=1.FC1C(F)=CC=CC=1CSC1N=C(O)C=C(O)N=1.[H-].[Na+]. Product: [Cl:8][C:9]1[N:10]=[C:11]([S:16][CH2:17][C:18]2[CH:23]=[CH:22][CH:21]=[C:20]([F:24])[C:19]=2[F:25])[N:12]=[C:13]([O:6][CH:4]([CH3:5])[CH2:3][N:2]([CH3:7])[CH3:1])[CH:14]=1. The catalyst class is: 1. (6) Reactant: [C:1]([C:3]1[C:4](O)=[C:5]([CH:9]=[CH:10][CH:11]=1)[C:6]([OH:8])=[O:7])#[N:2].COS([O:18][CH3:19])(=O)=O.[C:20](=O)([O-])[O-].[K+].[K+].CC(C)=O. Product: [C:1]([C:3]1[C:4]([O:18][CH3:19])=[C:5]([CH:9]=[CH:10][CH:11]=1)[C:6]([O:8][CH3:20])=[O:7])#[N:2]. The catalyst class is: 25.